Dataset: Reaction yield outcomes from USPTO patents with 853,638 reactions. Task: Predict the reaction yield, written as a fraction of the theoretical maximum amount of product (1.0 means a 100% yield; for example, 0.34 means a 34% yield). (1) The reactants are [CH3:1][O:2][C:3]([CH:5]1[CH2:9][CH:8]([CH2:10][O:11][CH3:12])[CH2:7][N:6]1[C:13]([O:15][C:16]([CH3:19])([CH3:18])[CH3:17])=[O:14])=[O:4].[Li+].[OH-].Cl.BrC[C:25]([C:27]1[CH:32]=[CH:31][C:30]([Br:33])=[CH:29][CH:28]=1)=[O:26].C(N(CC)CC)C. The yield is 0.970. The catalyst is CO. The product is [C:16]([O:15][C:13]([N:6]1[CH2:7][CH:8]([CH2:10][O:11][CH3:12])[CH2:9][CH:5]1[C:3]([O:2][CH2:1][C:25]([C:27]1[CH:32]=[CH:31][C:30]([Br:33])=[CH:29][CH:28]=1)=[O:26])=[O:4])=[O:14])([CH3:19])([CH3:18])[CH3:17]. (2) The reactants are C(OC([NH:8][C@@H:9]1[CH2:14][CH2:13][CH2:12][N:11]([C:15]([O:17][CH2:18][C:19]2[CH:24]=[CH:23][CH:22]=[CH:21][CH:20]=2)=[O:16])[C@H:10]1[CH3:25])=O)(C)(C)C.Cl. The catalyst is CO. The product is [NH2:8][C@@H:9]1[CH2:14][CH2:13][CH2:12][N:11]([C:15]([O:17][CH2:18][C:19]2[CH:24]=[CH:23][CH:22]=[CH:21][CH:20]=2)=[O:16])[C@H:10]1[CH3:25]. The yield is 1.00. (3) The reactants are C[O:2][C:3](=[O:48])[CH2:4][N:5]1[CH2:10][CH2:9][N:8]([C:11]2[CH:16]=[CH:15][CH:14]=[C:13]([O:17][CH2:18][CH2:19][CH2:20][N:21]([CH2:36][C:37]3[CH:42]=[CH:41][CH:40]=[C:39]([C:43]([F:46])([F:45])[F:44])[C:38]=3[Cl:47])[CH2:22][CH:23]([C:30]3[CH:35]=[CH:34][CH:33]=[CH:32][CH:31]=3)[C:24]3[CH:29]=[CH:28][CH:27]=[CH:26][CH:25]=3)[CH:12]=2)[CH2:7][CH2:6]1.O.[OH-].[Li+].Cl. The catalyst is C1COCC1.O. The product is [ClH:47].[Cl:47][C:38]1[C:39]([C:43]([F:45])([F:44])[F:46])=[CH:40][CH:41]=[CH:42][C:37]=1[CH2:36][N:21]([CH2:22][CH:23]([C:24]1[CH:25]=[CH:26][CH:27]=[CH:28][CH:29]=1)[C:30]1[CH:35]=[CH:34][CH:33]=[CH:32][CH:31]=1)[CH2:20][CH2:19][CH2:18][O:17][C:13]1[CH:12]=[C:11]([N:8]2[CH2:7][CH2:6][N:5]([CH2:4][C:3]([OH:48])=[O:2])[CH2:10][CH2:9]2)[CH:16]=[CH:15][CH:14]=1. The yield is 0.970. (4) The reactants are [N:1]1[CH:6]=[CH:5][N:4]=[CH:3][C:2]=1[C:7](=O)[CH3:8].C([O-])(=O)C.[NH4+:14]. The catalyst is CO.C([BH3-])#N.[Na+]. The product is [N:1]1[CH:6]=[CH:5][N:4]=[CH:3][C:2]=1[CH:7]([NH2:14])[CH3:8]. The yield is 0.750. (5) The reactants are [NH2:1][C:2]1[C:11]2[C:6](=[C:7](Br)[CH:8]=[CH:9][CH:10]=2)[N:5]=[N:4][C:3]=1[C:13]([NH:15][CH2:16][CH2:17][CH3:18])=[O:14].[CH3:19][O:20][C:21]1[CH:22]=[C:23](B(O)O)[CH:24]=[CH:25][CH:26]=1. No catalyst specified. The product is [NH2:1][C:2]1[C:11]2[C:6](=[C:7]([C:25]3[CH:24]=[CH:23][CH:22]=[C:21]([O:20][CH3:19])[CH:26]=3)[CH:8]=[CH:9][CH:10]=2)[N:5]=[N:4][C:3]=1[C:13]([NH:15][CH2:16][CH2:17][CH3:18])=[O:14]. The yield is 0.642. (6) The reactants are C(OC(N1CCC([CH2:14][O:15][C:16]2[CH:21]=[CH:20][CH:19]=[C:18]([F:22])[C:17]=2[C:23]#[N:24])CC1)=O)(C)(C)C.[ClH:25].O1[CH2:31][CH2:30]OCC1. No catalyst specified. The product is [ClH:25].[F:22][C:18]1[CH:19]=[CH:20][CH:21]=[C:16]([O:15][CH2:14][N:24]2[CH2:31][CH2:30][CH2:16][CH2:17][CH2:23]2)[C:17]=1[C:23]#[N:24]. The yield is 0.660.